From a dataset of Full USPTO retrosynthesis dataset with 1.9M reactions from patents (1976-2016). Predict the reactants needed to synthesize the given product. Given the product [Cl:1][C:2]1[CH:3]=[CH:4][C:5]([C@H:8]2[N:15]3[C:11]([S:12][C:13]([C:19]([N:21]4[CH2:26][CH2:25][N:24]([CH2:27][C:28]([OH:30])=[O:29])[C:23](=[O:33])[CH2:22]4)=[O:20])=[C:14]3[CH:16]([CH3:17])[CH3:18])=[N:10][C@H:9]2[C:34]2[CH:35]=[CH:36][C:37]([Cl:40])=[CH:38][CH:39]=2)=[CH:6][CH:7]=1, predict the reactants needed to synthesize it. The reactants are: [Cl:1][C:2]1[CH:7]=[CH:6][C:5]([C@H:8]2[N:15]3[C:11]([S:12][C:13]([C:19]([N:21]4[CH2:26][CH2:25][N:24]([CH2:27][C:28]([O:30]CC)=[O:29])[C:23](=[O:33])[CH2:22]4)=[O:20])=[C:14]3[CH:16]([CH3:18])[CH3:17])=[N:10][C@H:9]2[C:34]2[CH:39]=[CH:38][C:37]([Cl:40])=[CH:36][CH:35]=2)=[CH:4][CH:3]=1.[OH-].[Na+].Cl.